Task: Predict the reaction yield, written as a fraction of the theoretical maximum amount of product (1.0 means a 100% yield; for example, 0.34 means a 34% yield).. Dataset: Reaction yield outcomes from USPTO patents with 853,638 reactions (1) The reactants are [C:1]([N:4]1[CH2:12][CH2:11][CH:7]([C:8](O)=[O:9])[CH2:6][CH2:5]1)(=[O:3])[CH3:2].O=S(Cl)[Cl:15]. No catalyst specified. The product is [C:1]([N:4]1[CH2:12][CH2:11][CH:7]([C:8]([Cl:15])=[O:9])[CH2:6][CH2:5]1)(=[O:3])[CH3:2]. The yield is 0.970. (2) The reactants are Cl[CH2:2][CH2:3][NH:4][S:5]([CH3:8])(=[O:7])=[O:6].[NH2:9][C:10]1[N:11]=[CH:12][C:13]([C:16]2[C:17]([F:27])=[C:18]([OH:26])[C:19]([CH:22]3[CH2:25][CH2:24][CH2:23]3)=[CH:20][CH:21]=2)=[N:14][CH:15]=1.C([O-])([O-])=O.[Cs+].[Cs+].CN(C=O)C. The catalyst is O. The product is [NH2:9][C:10]1[N:11]=[CH:12][C:13]([C:16]2[C:17]([F:27])=[C:18]([C:19]([CH:22]3[CH2:25][CH2:24][CH2:23]3)=[CH:20][CH:21]=2)[O:26][CH2:2][CH2:3][NH:4][S:5]([CH3:8])(=[O:7])=[O:6])=[N:14][CH:15]=1. The yield is 0.560. (3) The reactants are C[O:2][C:3](=[O:37])[CH2:4][CH2:5][CH:6]1[CH:13]2[CH:9]([O:10][CH:11]([CH:14]=[CH:15][C:16]3[CH:21]=[CH:20][CH:19]=[CH:18][CH:17]=3)[O:12]2)[CH:8]([N:22]2[CH:30]=[N:29][C:28]3[C:23]2=[N:24][CH:25]=[N:26][C:27]=3[NH:31][C:32]([NH:34][CH2:35][CH3:36])=[O:33])[O:7]1.O.[OH-].[Li+].C(O)(=O)C. The catalyst is O1CCCC1. The product is [CH2:35]([NH:34][C:32](=[O:33])[NH:31][C:27]1[N:26]=[CH:25][N:24]=[C:23]2[C:28]=1[N:29]=[CH:30][N:22]2[CH:8]1[CH:9]2[O:10][CH:11]([CH:14]=[CH:15][C:16]3[CH:21]=[CH:20][CH:19]=[CH:18][CH:17]=3)[O:12][CH:13]2[CH:6]([CH2:5][CH2:4][C:3]([OH:37])=[O:2])[O:7]1)[CH3:36]. The yield is 0.800. (4) The catalyst is CN(C=O)C. The reactants are [C:1]([CH2:3][N:4]1[CH:8]=[C:7]([C:9]([O:11][CH3:12])=[O:10])[N:6]=[CH:5]1)#[N:2].CO[CH:15](OC)[N:16]([CH3:18])[CH3:17]. The product is [C:1](/[C:3](/[N:4]1[CH:8]=[C:7]([C:9]([O:11][CH3:12])=[O:10])[N:6]=[CH:5]1)=[CH:15]\[N:16]([CH3:18])[CH3:17])#[N:2]. The yield is 1.00. (5) The reactants are [CH:1](=O)[CH3:2].C(O)(=O)C.C(O[BH-](OC(=O)C)OC(=O)C)(=O)C.[Na+].[CH2:22]([NH:25][C:26]1[CH:31]=[CH:30][C:29]([C:32]2[CH:37]=[CH:36][C:35]([NH:38][C:39]([C:41]3[CH:46]=[C:45]([N+:47]([O-:49])=[O:48])[CH:44]=[CH:43][C:42]=3[Cl:50])=[O:40])=[CH:34][CH:33]=2)=[CH:28][CH:27]=1)[CH2:23][CH3:24].C(=O)(O)[O-].[Na+]. The catalyst is C1COCC1.O. The product is [CH2:1]([N:25]([C:26]1[CH:27]=[CH:28][C:29]([C:32]2[CH:33]=[CH:34][C:35]([NH:38][C:39]([C:41]3[CH:46]=[C:45]([N+:47]([O-:49])=[O:48])[CH:44]=[CH:43][C:42]=3[Cl:50])=[O:40])=[CH:36][CH:37]=2)=[CH:30][CH:31]=1)[CH2:22][CH2:23][CH3:24])[CH3:2]. The yield is 0.580. (6) The reactants are [Cl:1][C:2]1[CH:27]=[CH:26][CH:25]=[CH:24][C:3]=1[C:4]([NH:6][C:7](=[O:23])[NH:8][C:9]1[S:10][C:11]2[CH:17]=[C:16]([S:18]([CH:21]=[CH2:22])(=[O:20])=[O:19])[CH:15]=[CH:14][C:12]=2[N:13]=1)=[O:5].[CH3:28][NH2:29]. The catalyst is C1COCC1. The product is [Cl:1][C:2]1[CH:27]=[CH:26][CH:25]=[CH:24][C:3]=1[C:4]([NH:6][C:7](=[O:23])[NH:8][C:9]1[S:10][C:11]2[CH:17]=[C:16]([S:18]([CH2:21][CH2:22][NH:29][CH3:28])(=[O:20])=[O:19])[CH:15]=[CH:14][C:12]=2[N:13]=1)=[O:5]. The yield is 0.550. (7) The reactants are [F:1][C:2]1[CH:3]=[C:4]([N:9]2[CH:13]=[N:12][C:11]([C:14]([OH:16])=O)=[N:10]2)[CH:5]=[CH:6][C:7]=1[F:8].[N:17]1[CH:18]=[CH:19][N:20]2[CH:25]=[CH:24][N:23]=[C:22]([N:26]3[CH2:30][CH2:29][C@H:28]([NH2:31])[CH2:27]3)[C:21]=12.C(N(CC)CC)C.CN(C(ON1N=NC2C=CC=NC1=2)=[N+](C)C)C.F[P-](F)(F)(F)(F)F. The catalyst is CS(C)=O. The product is [F:1][C:2]1[CH:3]=[C:4]([N:9]2[CH:13]=[N:12][C:11]([C:14]([NH:31][C@H:28]3[CH2:29][CH2:30][N:26]([C:22]4[C:21]5[N:20]([CH:19]=[CH:18][N:17]=5)[CH:25]=[CH:24][N:23]=4)[CH2:27]3)=[O:16])=[N:10]2)[CH:5]=[CH:6][C:7]=1[F:8]. The yield is 0.250.